Dataset: Full USPTO retrosynthesis dataset with 1.9M reactions from patents (1976-2016). Task: Predict the reactants needed to synthesize the given product. (1) Given the product [CH3:38][N:3]1[CH2:8][CH2:7][CH:6]([NH:9][C:10]([C:12]2[N:13]=[N:14][C:15]([CH2:32][CH2:33][CH2:34][CH3:35])=[C:16]([C:18]3[CH:23]=[CH:22][C:21]([O:24][CH2:25][C:26]4[CH:31]=[CH:30][CH:29]=[CH:28][CH:27]=4)=[CH:20][CH:19]=3)[CH:17]=2)=[O:11])[CH2:5][CH2:4]1, predict the reactants needed to synthesize it. The reactants are: Cl.Cl.[NH:3]1[CH2:8][CH2:7][CH:6]([NH:9][C:10]([C:12]2[N:13]=[N:14][C:15]([CH2:32][CH2:33][CH2:34][CH3:35])=[C:16]([C:18]3[CH:23]=[CH:22][C:21]([O:24][CH2:25][C:26]4[CH:31]=[CH:30][CH:29]=[CH:28][CH:27]=4)=[CH:20][CH:19]=3)[CH:17]=2)=[O:11])[CH2:5][CH2:4]1.C=O.[C:38](O[BH-](OC(=O)C)OC(=O)C)(=O)C.[Na+]. (2) Given the product [CH3:1][O:2][C:3](=[O:39])[C:4]1[CH:9]=[CH:8][C:7]([CH2:10][N:11]2[CH:15]=[C:14]([C:16]3[CH:21]=[CH:20][C:19]([Cl:22])=[CH:18][C:17]=3[Cl:23])[N:13]=[C:12]2/[CH:24]=[CH:25]/[C:26]2[CH:31]=[CH:30][C:29]([C:32]3[CH:33]=[CH:34][C:35]([NH:38][S:43]([CH2:42][C:41]([F:48])([F:47])[F:40])(=[O:45])=[O:44])=[CH:36][CH:37]=3)=[CH:28][CH:27]=2)=[CH:6][CH:5]=1, predict the reactants needed to synthesize it. The reactants are: [CH3:1][O:2][C:3](=[O:39])[C:4]1[CH:9]=[CH:8][C:7]([CH2:10][N:11]2[CH:15]=[C:14]([C:16]3[CH:21]=[CH:20][C:19]([Cl:22])=[CH:18][C:17]=3[Cl:23])[N:13]=[C:12]2/[CH:24]=[CH:25]/[C:26]2[CH:31]=[CH:30][C:29]([C:32]3[CH:37]=[CH:36][C:35]([NH2:38])=[CH:34][CH:33]=3)=[CH:28][CH:27]=2)=[CH:6][CH:5]=1.[F:40][C:41]([F:48])([F:47])[CH2:42][S:43](Cl)(=[O:45])=[O:44]. (3) The reactants are: [OH-].[Na+].Cl.[CH2:4]([N:6]1[C:14]2[C:9](=[CH:10][CH:11]=[CH:12][CH:13]=2)[C:8]([C:15]([O:17]C)=[O:16])=[CH:7]1)[CH3:5]. Given the product [CH2:4]([N:6]1[C:14]2[C:9](=[CH:10][CH:11]=[CH:12][CH:13]=2)[C:8]([C:15]([OH:17])=[O:16])=[CH:7]1)[CH3:5], predict the reactants needed to synthesize it. (4) Given the product [Cl:17][C:11]1[CH:12]=[C:13]([Cl:16])[CH:14]=[CH:15][C:10]=1[C:8]1[C:7]([C:18]2[CH:23]=[CH:22][C:21]([CH3:24])=[CH:20][CH:19]=2)=[CH:6][C:3]([C:4]#[N:5])=[C:2]([O:34][CH:32]([C:29]2[CH:30]=[CH:31][C:26]([F:25])=[CH:27][CH:28]=2)[CH3:33])[N:9]=1, predict the reactants needed to synthesize it. The reactants are: Cl[C:2]1[N:9]=[C:8]([C:10]2[CH:15]=[CH:14][C:13]([Cl:16])=[CH:12][C:11]=2[Cl:17])[C:7]([C:18]2[CH:23]=[CH:22][C:21]([CH3:24])=[CH:20][CH:19]=2)=[CH:6][C:3]=1[C:4]#[N:5].[F:25][C:26]1[CH:31]=[CH:30][C:29]([CH:32]([OH:34])[CH3:33])=[CH:28][CH:27]=1.C(=O)([O-])[O-].[Cs+].[Cs+]. (5) Given the product [C:1]([C:3]1[CH:4]=[CH:5][C:6]([C:9]2[N:13]3[CH:14]=[C:15]([C:18]4[CH:26]=[CH:25][C:21]([C:22]([N:58]5[CH2:63][CH2:62][CH:61]([CH2:64][CH2:65][NH:66][C:67](=[O:73])[O:68][C:69]([CH3:70])([CH3:72])[CH3:71])[CH2:60][CH2:59]5)=[O:23])=[CH:20][CH:19]=4)[CH:16]=[CH:17][C:12]3=[N:11][CH:10]=2)=[CH:7][CH:8]=1)#[N:2], predict the reactants needed to synthesize it. The reactants are: [C:1]([C:3]1[CH:8]=[CH:7][C:6]([C:9]2[N:13]3[CH:14]=[C:15]([C:18]4[CH:26]=[CH:25][C:21]([C:22](O)=[O:23])=[CH:20][CH:19]=4)[CH:16]=[CH:17][C:12]3=[N:11][CH:10]=2)=[CH:5][CH:4]=1)#[N:2].CN(C(ON1N=NC2C=CC=NC1=2)=[N+](C)C)C.F[P-](F)(F)(F)(F)F.CN1CCOCC1.[NH:58]1[CH2:63][CH2:62][CH:61]([CH2:64][CH2:65][NH:66][C:67](=[O:73])[O:68][C:69]([CH3:72])([CH3:71])[CH3:70])[CH2:60][CH2:59]1.